Task: Predict the reaction yield, written as a fraction of the theoretical maximum amount of product (1.0 means a 100% yield; for example, 0.34 means a 34% yield).. Dataset: Reaction yield outcomes from USPTO patents with 853,638 reactions The reactants are [H-].[Na+].[CH:3]1([CH2:6][OH:7])[CH2:5][CH2:4]1.C[O:9][C:10]([C:12]1[CH:17]=[CH:16][C:15]([C:18]([F:21])([F:20])[F:19])=[C:14](Cl)[N:13]=1)=[O:11].Cl. The catalyst is O. The product is [CH:3]1([CH2:6][O:7][C:14]2[N:13]=[C:12]([C:10]([OH:11])=[O:9])[CH:17]=[CH:16][C:15]=2[C:18]([F:21])([F:19])[F:20])[CH2:5][CH2:4]1. The yield is 0.850.